Dataset: Full USPTO retrosynthesis dataset with 1.9M reactions from patents (1976-2016). Task: Predict the reactants needed to synthesize the given product. (1) Given the product [C:8]1([C:15]2[N:3]3[N:4]=[C:5]([NH2:7])[N:6]=[C:2]3[N:1]=[CH:23][CH:17]=2)[CH:9]=[CH:11][CH:12]=[CH:13][CH:14]=1, predict the reactants needed to synthesize it. The reactants are: [NH2:1][C:2]1[N:6]=[C:5]([NH2:7])[NH:4][N:3]=1.[C:8]12(CS(O)(=O)=O)[C:15]([CH3:17])(C)[CH:12]([CH2:13][CH2:14]1)[CH2:11][C:9]2=O.[C:23]1(C)C=CC=CC=1. (2) The reactants are: [F:1][C:2]1[CH:3]=[C:4]([CH:36]=[CH:37][C:38]=1[OH:39])[C:5]([N:7]([CH:33]([CH3:35])[CH3:34])[C:8]1[CH:13]=[C:12]([O:14][CH3:15])[CH:11]=[CH:10][C:9]=1[CH:16]1[CH2:25][CH2:24][C:23]2[CH:22]=[C:21]([O:26]C(=O)C(C)(C)C)[CH:20]=[CH:19][C:18]=2[CH2:17]1)=O.Cl[CH2:41][C:42]([N:44]([CH2:46][CH2:47][O:48][CH3:49])[CH3:45])=O. Given the product [F:1][C:2]1[CH:3]=[C:4]([CH:36]=[CH:37][C:38]=1[O:39][CH2:41][CH2:42][N:44]([CH2:46][CH2:47][O:48][CH3:49])[CH3:45])[CH2:5][N:7]([CH:33]([CH3:35])[CH3:34])[C:8]1[CH:13]=[C:12]([O:14][CH3:15])[CH:11]=[CH:10][C:9]=1[CH:16]1[CH2:25][CH2:24][C:23]2[CH:22]=[C:21]([OH:26])[CH:20]=[CH:19][C:18]=2[CH2:17]1, predict the reactants needed to synthesize it. (3) Given the product [F:6][C:7]1[CH:12]=[CH:11][CH:10]=[CH:9][C:8]=1[S:13][C:2]([F:4])([F:3])[F:1], predict the reactants needed to synthesize it. The reactants are: [F:1][C:2](I)([F:4])[F:3].[F:6][C:7]1[CH:12]=[CH:11][CH:10]=[CH:9][C:8]=1[SH:13].C(N(CC)CC)C. (4) Given the product [C:1]([C:3]1[CH:8]=[CH:7][CH:6]=[CH:5][C:4]=1[C:9]1[CH:10]=[CH:11][C:12](/[CH:15]=[CH:16]/[C@@H:17]2[C@H:25]3[C@:21]([CH:28]([O:33][CH3:34])[C:29]([OH:31])=[O:30])([C:22](=[O:27])[O:23][C@@H:24]3[CH3:26])[CH2:20][C:19]([F:35])([F:36])[C@H:18]2[CH3:37])=[N:13][CH:14]=1)(=[O:38])[NH2:2], predict the reactants needed to synthesize it. The reactants are: [C:1]([C:3]1[CH:8]=[CH:7][CH:6]=[CH:5][C:4]=1[C:9]1[CH:10]=[CH:11][C:12](/[CH:15]=[CH:16]/[C@@H:17]2[C@H:25]3[C@:21]([CH:28]([O:33][CH3:34])[C:29]([O:31]C)=[O:30])([C:22](=[O:27])[O:23][C@@H:24]3[CH3:26])[CH2:20][C:19]([F:36])([F:35])[C@H:18]2[CH3:37])=[N:13][CH:14]=1)#[N:2].[OH-:38].[Li+]. (5) Given the product [C:4]([O:3][C:1]([N:8]1[CH2:13][CH2:12][CH:11]([NH:15][C:16]2[CH:17]=[CH:18][C:19]([S:22](=[O:24])(=[O:23])[N:25]([CH2:26][C:27]3[CH:28]=[CH:29][CH:30]=[CH:31][CH:32]=3)[CH2:33][C:34]3[CH:39]=[CH:38][CH:37]=[CH:36][CH:35]=3)=[CH:20][CH:21]=2)[CH2:10][CH2:9]1)=[O:2])([CH3:7])([CH3:6])[CH3:5], predict the reactants needed to synthesize it. The reactants are: [C:1]([N:8]1[CH2:13][CH2:12][C:11](=O)[CH2:10][CH2:9]1)([O:3][C:4]([CH3:7])([CH3:6])[CH3:5])=[O:2].[NH2:15][C:16]1[CH:21]=[CH:20][C:19]([S:22]([N:25]([CH2:33][C:34]2[CH:39]=[CH:38][CH:37]=[CH:36][CH:35]=2)[CH2:26][C:27]2[CH:32]=[CH:31][CH:30]=[CH:29][CH:28]=2)(=[O:24])=[O:23])=[CH:18][CH:17]=1. (6) Given the product [C:13]([O:17][C:18]([N:20]1[CH2:24][CH2:23][C@H:22]([C:25](=[O:27])[N:30]([O:31][CH3:32])[CH3:29])[CH2:21]1)=[O:19])([CH3:14])([CH3:15])[CH3:16], predict the reactants needed to synthesize it. The reactants are: C(N1C=CN=C1)(N1C=CN=C1)=O.[C:13]([O:17][C:18]([N:20]1[CH2:24][CH2:23][C@H:22]([C:25]([OH:27])=O)[CH2:21]1)=[O:19])([CH3:16])([CH3:15])[CH3:14].Cl.[CH3:29][NH:30][O:31][CH3:32].